From a dataset of Forward reaction prediction with 1.9M reactions from USPTO patents (1976-2016). Predict the product of the given reaction. (1) Given the reactants [Br:1][C:2]1[C:3]([NH:12][CH2:13][C:14]#[CH:15])=[N:4][C:5](S(C)=O)=[N:6][C:7]=1[Cl:8].[NH:16]1[C:24]2[C:19](=[CH:20][CH:21]=[CH:22][CH:23]=2)[CH:18]=[N:17]1.C(=O)([O-])[O-].[Cs+].[Cs+].O, predict the reaction product. The product is: [Br:1][C:2]1[C:3]([NH:12][CH2:13][C:14]#[CH:15])=[N:4][C:5]([N:16]2[C:24]3[C:19](=[CH:20][CH:21]=[CH:22][CH:23]=3)[CH:18]=[N:17]2)=[N:6][C:7]=1[Cl:8]. (2) The product is: [CH:1]1([NH:7][CH2:9][Si:10]([O:13][CH2:14][CH3:15])([CH3:12])[CH3:11])[CH2:6][CH2:5][CH2:4][CH2:3][CH2:2]1. Given the reactants [CH:1]1([NH2:7])[CH2:6][CH2:5][CH2:4][CH2:3][CH2:2]1.Cl[CH2:9][Si:10]([O:13][CH2:14][CH3:15])([CH3:12])[CH3:11].[Cl-], predict the reaction product. (3) Given the reactants [NH2:1][C@H:2]([CH2:29][CH:30]([CH3:32])[CH3:31])[C:3]([NH:5][CH:6]1[CH2:15][C:14]2[C:9](=[C:10]([N:16]3[CH2:20][CH2:19][CH2:18][C:17]3=[O:21])[CH:11]=[CH:12][CH:13]=2)[N:8]([CH2:22][C:23]2[CH:27]=[CH:26][S:25][CH:24]=2)[C:7]1=[O:28])=[O:4].[C:33]([O:37][C:38]([NH:40][C:41]([CH3:46])([CH3:45])[C:42](O)=[O:43])=[O:39])([CH3:36])([CH3:35])[CH3:34].ON1C2C=CC=CC=2N=N1.Cl.C(N=C=NCCCN(C)C)C.[Cl-].[Na+], predict the reaction product. The product is: [CH3:46][C:41]([NH:40][C:38](=[O:39])[O:37][C:33]([CH3:36])([CH3:35])[CH3:34])([CH3:45])[C:42]([NH:1][C@H:2]([CH2:29][CH:30]([CH3:32])[CH3:31])[C:3](=[O:4])[NH:5][CH:6]1[CH2:15][C:14]2[C:9](=[C:10]([N:16]3[CH2:20][CH2:19][CH2:18][C:17]3=[O:21])[CH:11]=[CH:12][CH:13]=2)[N:8]([CH2:22][C:23]2[CH:27]=[CH:26][S:25][CH:24]=2)[C:7]1=[O:28])=[O:43]. (4) Given the reactants [CH2:1]([C@@:4]1([CH3:34])[CH2:9][C@H:8]([C:10]2[CH:15]=[CH:14][CH:13]=[C:12]([Cl:16])[CH:11]=2)[C@@H:7]([C:17]2[CH:22]=[CH:21][C:20]([Cl:23])=[CH:19][CH:18]=2)[N:6]([CH:24]([CH2:31][CH3:32])[CH2:25][C@@H:26]([CH:28]2[CH2:30][CH2:29]2)[OH:27])[C:5]1=[O:33])[CH:2]=[CH2:3].O.CC(OI1(OC(C)=O)(OC(C)=O)OC(=O)C2C=CC=CC1=2)=O, predict the reaction product. The product is: [CH2:1]([C@@:4]1([CH3:34])[CH2:9][C@H:8]([C:10]2[CH:15]=[CH:14][CH:13]=[C:12]([Cl:16])[CH:11]=2)[C@@H:7]([C:17]2[CH:18]=[CH:19][C:20]([Cl:23])=[CH:21][CH:22]=2)[N:6]([C@@H:24]([CH2:31][CH3:32])[CH2:25][C:26]([CH:28]2[CH2:29][CH2:30]2)=[O:27])[C:5]1=[O:33])[CH:2]=[CH2:3].